The task is: Predict the reactants needed to synthesize the given product.. This data is from Full USPTO retrosynthesis dataset with 1.9M reactions from patents (1976-2016). (1) Given the product [CH3:25][N:17]([CH2:16][CH2:15][NH:14][S:10]([C:5]1[CH:6]=[CH:7][CH:8]=[CH:9][C:4]=1[N+:1]([O-:3])=[O:2])(=[O:12])=[O:11])[C:18](=[O:24])[O:19][C:20]([CH3:23])([CH3:21])[CH3:22], predict the reactants needed to synthesize it. The reactants are: [N+:1]([C:4]1[CH:9]=[CH:8][CH:7]=[CH:6][C:5]=1[S:10](Cl)(=[O:12])=[O:11])([O-:3])=[O:2].[NH2:14][CH2:15][CH2:16][N:17]([CH3:25])[C:18](=[O:24])[O:19][C:20]([CH3:23])([CH3:22])[CH3:21].C(N(CC)CC)C. (2) Given the product [C:21]([C:16]1[CH:17]=[C:18]2[C:13](=[C:14]([F:25])[CH:15]=1)[C:12](=[O:26])[N:11]([C:6]1[CH:7]=[C:8]([F:10])[CH:9]=[C:2]([C:50]3[CH:51]=[C:46]([NH:45][C:42]4[CH:41]=[CH:40][C:39]([N:30]5[CH2:31][CH2:32][N:33]([CH:35]6[CH2:36][O:37][CH2:38]6)[CH2:34][C@@H:29]5[CH2:27][CH3:28])=[CH:44][N:43]=4)[C:47](=[O:62])[N:48]([CH3:61])[CH:49]=3)[C:3]=1[CH:4]=[O:5])[N:20]=[CH:19]2)([CH3:23])([CH3:22])[CH3:24], predict the reactants needed to synthesize it. The reactants are: Br[C:2]1[CH:9]=[C:8]([F:10])[CH:7]=[C:6]([N:11]2[N:20]=[CH:19][C:18]3[C:13](=[C:14]([F:25])[CH:15]=[C:16]([C:21]([CH3:24])([CH3:23])[CH3:22])[CH:17]=3)[C:12]2=[O:26])[C:3]=1[CH:4]=[O:5].[CH2:27]([C@H:29]1[CH2:34][N:33]([CH:35]2[CH2:38][O:37][CH2:36]2)[CH2:32][CH2:31][N:30]1[C:39]1[CH:40]=[CH:41][C:42]([NH:45][C:46]2[C:47](=[O:62])[N:48]([CH3:61])[CH:49]=[C:50](B3OC(C)(C)C(C)(C)O3)[CH:51]=2)=[N:43][CH:44]=1)[CH3:28].[O-]P([O-])([O-])=O.[K+].[K+].[K+].C([O-])(=O)C.[Na+]. (3) Given the product [OH:2][C:3]1[CH:4]=[CH:5][C:6]([C:9]2[CH:10]=[C:11]([C:17]#[N:18])[C:12](=[O:16])[NH:13][C:14]=2[CH3:15])=[CH:7][CH:8]=1, predict the reactants needed to synthesize it. The reactants are: C[O:2][C:3]1[CH:8]=[CH:7][C:6]([C:9]2[CH:10]=[C:11]([C:17]#[N:18])[C:12](=[O:16])[NH:13][C:14]=2[CH3:15])=[CH:5][CH:4]=1.B(Br)(Br)Br.[Cl-].[NH4+]. (4) The reactants are: [C:1]([N:8]1[CH:12]=[CH:11]N=C1)([N:3]1[CH:7]=[CH:6]N=C1)=[O:2].[C:13]1([O:19][C:20]([N:22]2[C:30]3[C:25](=[CH:26][CH:27]=C(N)C=3)[C:24]([CH3:33])([CH3:32])[CH2:23]2)=[O:21])[CH:18]=[CH:17][CH:16]=[CH:15][CH:14]=1.NC1C=[CH:51][C:38]([O:39][C:40]2[CH:45]=[CH:44][N:43]=[C:42]([NH:46][CH2:47][CH2:48][CH2:49][OH:50])[N:41]=2)=[CH:37][CH:36]=1. Given the product [C:13]1([O:19][C:20]([N:22]2[C:30]3[C:25](=[CH:26][CH:27]=[C:12]([NH:8][C:1]([NH:3][C:7]4[CH:6]=[CH:51][C:38]([O:39][C:40]5[CH:45]=[CH:44][N:43]=[C:42]([NH:46][CH2:47][CH2:48][CH2:49][OH:50])[N:41]=5)=[CH:37][CH:36]=4)=[O:2])[CH:11]=3)[C:24]([CH3:32])([CH3:33])[CH2:23]2)=[O:21])[CH:14]=[CH:15][CH:16]=[CH:17][CH:18]=1, predict the reactants needed to synthesize it. (5) Given the product [CH3:1][O:2][C:3]1[N:12]=[C:11]2[C:6]([CH:7]=[C:8]([C:14]([NH:16][C:17]3[CH:18]=[C:19]([CH:24]=[CH:25][C:26]=3[CH3:27])[C:20]([OH:22])=[O:21])=[O:15])[C:9](=[O:13])[NH:10]2)=[CH:5][CH:4]=1, predict the reactants needed to synthesize it. The reactants are: [CH3:1][O:2][C:3]1[N:12]=[C:11]2[C:6]([CH:7]=[C:8]([C:14]([NH:16][C:17]3[CH:18]=[C:19]([CH:24]=[CH:25][C:26]=3[CH3:27])[C:20]([O:22]C)=[O:21])=[O:15])[C:9](=[O:13])[NH:10]2)=[CH:5][CH:4]=1.[OH-].[Na+]. (6) Given the product [ClH:8].[Cl:8][C:9]1[CH:10]=[C:11]2[C:15](=[CH:16][CH:17]=1)[NH:14][C:13]([C:18]([NH:20][C@H:21]1[CH2:26][CH2:25][CH2:24][CH2:23][C@H:22]1[NH:27][C:28]([C:30]1[N:31]=[CH:32][C:33]3[CH2:38][N:37]([CH3:39])[CH2:36][C:34]=3[N:35]=1)=[O:29])=[O:19])=[CH:12]2, predict the reactants needed to synthesize it. The reactants are: FC(F)(F)C(O)=O.[Cl:8][C:9]1[CH:10]=[C:11]2[C:15](=[CH:16][CH:17]=1)[NH:14][C:13]([C:18]([NH:20][C@H:21]1[CH2:26][CH2:25][CH2:24][CH2:23][C@H:22]1[NH:27][C:28]([C:30]1[N:31]=[CH:32][C:33]3[CH2:38][N:37]([C:39](OC(C)(C)C)=O)[CH2:36][C:34]=3[N:35]=1)=[O:29])=[O:19])=[CH:12]2. (7) Given the product [NH:1]1[C:5]2[CH:6]=[CH:7][CH:8]=[CH:9][C:4]=2[N:3]=[C:2]1[C:10]([N:12]1[CH2:15][CH:14]([C:16]2[C:17]([CH:22]3[CH2:23][CH2:24][N:25]([C:28](=[O:30])[CH3:29])[CH2:26][CH2:27]3)=[N:18][CH:19]=[CH:20][N:21]=2)[CH2:13]1)=[O:11], predict the reactants needed to synthesize it. The reactants are: [NH:1]1[C:5]2[CH:6]=[CH:7][CH:8]=[CH:9][C:4]=2[N:3]=[C:2]1[C:10]([N:12]1[CH2:15][CH:14]([C:16]2[C:17]([C:22]3[CH2:23][CH2:24][N:25]([C:28](=[O:30])[CH3:29])[CH2:26][CH:27]=3)=[N:18][CH:19]=[CH:20][N:21]=2)[CH2:13]1)=[O:11]. (8) Given the product [C:1]([C:3]1[N:4]=[CH:5][N:6]2[C:15]=1[C@@H:14]([CH2:16][CH3:17])[N:13]([CH:18]([CH3:19])[CH3:20])[C:12]1[N:11]=[C:10]([NH:21][C:22]3[CH:30]=[CH:29][C:25]([C:26]([NH:48][CH:46]4[CH2:45][N:44]([CH:41]5[CH2:40][CH2:39][N:38]([CH2:37][CH:34]6[CH2:35][CH2:36]6)[CH2:43][CH2:42]5)[CH2:47]4)=[O:27])=[CH:24][C:23]=3[O:31][CH3:32])[N:9]=[CH:8][C:7]2=1)#[N:2], predict the reactants needed to synthesize it. The reactants are: [C:1]([C:3]1[N:4]=[CH:5][N:6]2[C:15]=1[C@@H:14]([CH2:16][CH3:17])[N:13]([CH:18]([CH3:20])[CH3:19])[C:12]1[N:11]=[C:10]([NH:21][C:22]3[CH:30]=[CH:29][C:25]([C:26](O)=[O:27])=[CH:24][C:23]=3[O:31][CH3:32])[N:9]=[CH:8][C:7]2=1)#[N:2].Cl.[CH:34]1([CH2:37][N:38]2[CH2:43][CH2:42][CH:41]([N:44]3[CH2:47][CH:46]([NH2:48])[CH2:45]3)[CH2:40][CH2:39]2)[CH2:36][CH2:35]1. (9) Given the product [CH2:1]([O:3][C:4](=[O:16])[C:5]1[C:10]([F:11])=[CH:9][CH:8]=[C:7]([NH2:12])[C:6]=1[NH2:15])[CH3:2], predict the reactants needed to synthesize it. The reactants are: [CH2:1]([O:3][C:4](=[O:16])[C:5]1[C:10]([F:11])=[CH:9][CH:8]=[C:7]([N+:12]([O-])=O)[C:6]=1[NH2:15])[CH3:2].O.O.[Sn](Cl)Cl.